From a dataset of Catalyst prediction with 721,799 reactions and 888 catalyst types from USPTO. Predict which catalyst facilitates the given reaction. (1) Reactant: C1CN([P+](ON2N=NC3C=CC=CC2=3)(N2CCCC2)N2CCCC2)CC1.F[P-](F)(F)(F)(F)F.CCN(C(C)C)C(C)C.[O:43]1[CH2:47][CH2:46][O:45][CH:44]1[C:48]1[S:52][C:51]([C:53]([OH:55])=O)=[CH:50][C:49]=1[CH3:56].[CH2:57]([O:64][C:65]1[C:74]([CH3:75])=[CH:73][C:68]([C:69]([NH:71][NH2:72])=[O:70])=[CH:67][C:66]=1[CH2:76][CH3:77])[C:58]1[CH:63]=[CH:62][CH:61]=[CH:60][CH:59]=1. Product: [CH2:57]([O:64][C:65]1[C:74]([CH3:75])=[CH:73][C:68]([C:69]([NH:71][NH:72][C:53]([C:51]2[S:52][C:48]([CH:44]3[O:43][CH2:47][CH2:46][O:45]3)=[C:49]([CH3:56])[CH:50]=2)=[O:55])=[O:70])=[CH:67][C:66]=1[CH2:76][CH3:77])[C:58]1[CH:59]=[CH:60][CH:61]=[CH:62][CH:63]=1. The catalyst class is: 3. (2) Reactant: [N:1]1([C:5]([CH:7]2[CH2:12][CH2:11][N:10]([CH:13]3[CH2:16][N:15]([CH2:17][CH2:18][C@@H:19]([C:36]4[CH:41]=[CH:40][C:39]([F:42])=[CH:38][CH:37]=4)[CH2:20][N:21]([CH3:35])[C:22](=[O:34])[C:23]4[CH:28]=[C:27]([C:29]([F:32])([F:31])[F:30])[CH:26]=[C:25]([Br:33])[CH:24]=4)[CH2:14]3)[CH2:9][CH2:8]2)=[O:6])[CH2:4][CH2:3][CH2:2]1.N1CC(N2CCC([C:53](N3CCOCC3)=[O:54])CC2)C1.CCN(C(C)C)C(C)C.C(O[BH-](OC(=O)C)OC(=O)C)(=O)C.[Na+]. Product: [Br:33][C:25]1[CH:24]=[C:23]([CH:28]=[C:27]([C:29]([F:30])([F:32])[F:31])[CH:26]=1)[C:22]([N:21]([CH2:20][C@H:19]([C:36]1[CH:37]=[CH:38][C:39]([F:42])=[CH:40][CH:41]=1)[CH2:18][CH2:17][N:15]1[CH2:14][CH:13]([N:10]2[CH2:9][CH2:8][CH:7]([C:5]([N:1]3[CH2:4][CH2:3][O:54][CH2:53][CH2:2]3)=[O:6])[CH2:12][CH2:11]2)[CH2:16]1)[CH3:35])=[O:34]. The catalyst class is: 61. (3) Product: [Cl:1][C:2]1[CH:8]=[C:7]([F:9])[CH:6]=[C:5]2[C:3]=1[NH:4][CH:18]=[C:19]2[S:20][CH3:21]. The catalyst class is: 34. Reactant: [Cl:1][C:2]1[CH:8]=[C:7]([F:9])[CH:6]=[CH:5][C:3]=1[NH2:4].ClOC(C)(C)C.CO[CH:18](OC)[CH2:19][S:20][CH3:21].C(N(CC)CC)C.